From a dataset of Forward reaction prediction with 1.9M reactions from USPTO patents (1976-2016). Predict the product of the given reaction. (1) Given the reactants [NH2:1][C:2]1[C:3]2[CH:10]=[CH:9][N:8]([C@@H:11]3[O:15][C@@:14]([CH2:18][OH:19])([C:16]#[CH:17])[C@@H:13]([O:20][Si](C(C)(C)C)(C)C)[CH2:12]3)[C:4]=2[N:5]=[CH:6][N:7]=1.O.C(=O)(O)[O-].[NH4+].C(#N)C, predict the reaction product. The product is: [NH2:1][C:2]1[C:3]2[CH:10]=[CH:9][N:8]([C@@H:11]3[O:15][C@:14]([C:16]#[CH:17])([CH2:18][OH:19])[C@@H:13]([OH:20])[CH2:12]3)[C:4]=2[N:5]=[CH:6][N:7]=1. (2) Given the reactants Cl.[N+:2]([C:5]1[CH:10]=[CH:9][C:8]([NH:11][C:12]2[CH:17]=[CH:16][N:15]=[C:14]3[NH:18][C:19]([C:21]([O:23][CH2:24][CH3:25])=[O:22])=[CH:20][C:13]=23)=[CH:7][CH:6]=1)([O-])=O.[Sn], predict the reaction product. The product is: [NH2:2][C:5]1[CH:10]=[CH:9][C:8]([NH:11][C:12]2[CH:17]=[CH:16][N:15]=[C:14]3[NH:18][C:19]([C:21]([O:23][CH2:24][CH3:25])=[O:22])=[CH:20][C:13]=23)=[CH:7][CH:6]=1. (3) Given the reactants [CH3:1][O:2][C:3]([CH:5]1[CH2:9][CH:8]([OH:10])[CH:7]([C:11]#[N:12])[CH2:6]1)=[O:4].[CH3:13]I, predict the reaction product. The product is: [CH3:1][O:2][C:3]([CH:5]1[CH2:9][CH:8]([O:10][CH3:13])[CH:7]([C:11]#[N:12])[CH2:6]1)=[O:4]. (4) Given the reactants [Br:1][C:2]1[CH:7]=[CH:6][C:5]([S:8](Cl)(=[O:10])=[O:9])=[C:4]([Cl:12])[CH:3]=1.[NH3:13].C(OCC)(=O)C.O, predict the reaction product. The product is: [Br:1][C:2]1[CH:7]=[CH:6][C:5]([S:8]([NH2:13])(=[O:10])=[O:9])=[C:4]([Cl:12])[CH:3]=1. (5) Given the reactants [CH3:1][C:2]1[N:6]([CH:7]([CH3:9])[CH3:8])[C:5]([C:10]2[CH:15]=[CH:14][N:13]=[C:12]([NH:16][CH:17]3[CH2:22]CNC[CH2:18]3)[N:11]=2)=[CH:4][N:3]=1.ClCCCS(N1CCC(NC2N=[C:41]([C:43]3[N:44]([CH:49]([CH3:51])C)[C:45]([CH3:48])=NC=3)[CH:40]=CN=2)CC1)(=O)=O.CN(C([O:59]N1N=NC2C=CC=NC1=2)=[N+](C)C)C.F[P-](F)(F)(F)(F)F.CCN(C(C)C)C(C)C.[CH3:85][N:86]([CH:88]=[O:89])[CH3:87], predict the reaction product. The product is: [CH3:1][C:2]1[N:6]([CH:7]([CH3:8])[CH3:9])[C:5]([C:10]2[CH:15]=[CH:14][N:13]=[C:12]([NH:16][CH:17]3[CH2:18][CH2:87][N:86]([C:88](=[O:89])[CH2:40][CH2:41][CH2:43][N:44]4[CH2:49][CH2:51][O:59][CH2:48][CH2:45]4)[CH2:85][CH2:22]3)[N:11]=2)=[CH:4][N:3]=1. (6) Given the reactants F[P-](F)(F)(F)(F)F.N1(O[P+](N(C)C)(N(C)C)N(C)C)C2C=CC=CC=2N=N1.[CH:28]1([CH2:34][C@H:35]([N:39]2[CH2:47][C:46]3[C:41](=[CH:42][CH:43]=[CH:44][CH:45]=3)[C:40]2=[O:48])[C:36](O)=[O:37])[CH2:33][CH2:32][CH2:31][CH2:30][CH2:29]1.[NH2:49][C:50]1[CH:55]=[CH:54][N:53]=[CH:52][N:51]=1.C1(C[C@@H](N2CC3C(=CC=CC=3)C2=O)C(NC2SC=CN=2)=O)CCCCC1, predict the reaction product. The product is: [CH:28]1([CH2:34][CH:35]([N:39]2[CH2:47][C:46]3[C:41](=[CH:42][CH:43]=[CH:44][CH:45]=3)[C:40]2=[O:48])[C:36]([NH:49][C:50]2[CH:55]=[CH:54][N:53]=[CH:52][N:51]=2)=[O:37])[CH2:29][CH2:30][CH2:31][CH2:32][CH2:33]1.